From a dataset of Forward reaction prediction with 1.9M reactions from USPTO patents (1976-2016). Predict the product of the given reaction. (1) The product is: [C:29]([C:17]1[C:18]([C:20]2[CH:21]=[N:22][N:23]3[CH:28]=[CH:27][CH:26]=[CH:25][C:24]=23)=[N:19][C:14]([NH:13][C:11]2[C:10]([O:31][CH3:32])=[CH:9][C:8]([N:33]([CH2:35][CH2:36][N:37]([CH3:38])[CH3:39])[CH3:34])=[C:7]([NH:6][C:1](=[O:4])[CH:2]=[CH2:3])[CH:12]=2)=[N:15][CH:16]=1)#[N:30]. Given the reactants [C:1](Cl)(=[O:4])[CH:2]=[CH2:3].[NH2:6][C:7]1[C:8]([N:33]([CH2:35][CH2:36][N:37]([CH3:39])[CH3:38])[CH3:34])=[CH:9][C:10]([O:31][CH3:32])=[C:11]([NH:13][C:14]2[N:19]=[C:18]([C:20]3[CH:21]=[N:22][N:23]4[CH:28]=[CH:27][CH:26]=[CH:25][C:24]=34)[C:17]([C:29]#[N:30])=[CH:16][N:15]=2)[CH:12]=1.CCN(C(C)C)C(C)C, predict the reaction product. (2) Given the reactants [NH2:1][C:2]1[CH:3]=[CH:4][C:5]([CH:8]([CH2:13][CH:14]2[CH2:16][CH2:15]2)[C:9]([O:11][CH3:12])=[O:10])=[N:6][CH:7]=1.[CH3:17][C:18]([CH3:20])=O.C(Cl)CCl.C(O[BH-](OC(=O)C)OC(=O)C)(=O)C.[Na+], predict the reaction product. The product is: [CH:14]1([CH2:13][CH:8]([C:5]2[CH:4]=[CH:3][C:2]([NH:1][CH:18]([CH3:20])[CH3:17])=[CH:7][N:6]=2)[C:9]([O:11][CH3:12])=[O:10])[CH2:15][CH2:16]1.